This data is from CYP1A2 inhibition data for predicting drug metabolism from PubChem BioAssay. The task is: Regression/Classification. Given a drug SMILES string, predict its absorption, distribution, metabolism, or excretion properties. Task type varies by dataset: regression for continuous measurements (e.g., permeability, clearance, half-life) or binary classification for categorical outcomes (e.g., BBB penetration, CYP inhibition). Dataset: cyp1a2_veith. (1) The compound is CS(=O)(=O)N1CCC[C@@]2(CCN(Cc3nccs3)C2)C1. The result is 0 (non-inhibitor). (2) The drug is Cc1ccccc1OCCCC(=O)NCc1ccco1. The result is 1 (inhibitor). (3) The drug is Cc1nc2cnc(N3CCNCC3)nc2n(Cc2ccc(F)cc2)c1=O. The result is 1 (inhibitor). (4) The molecule is O=C(CCCn1c(=S)[nH]c2ccc(Br)cc2c1=O)NCC1CCCO1. The result is 1 (inhibitor). (5) The result is 0 (non-inhibitor). The molecule is C=C1CCO[C@@]2([C@H](O)[C@@](C)(O)CO)NC(=O)[C@]1(O)NC2=O. (6) The compound is Cc1cccc([C@@H]2CN(C)CCc3c2cc(O)c(O)c3Cl)c1. The result is 0 (non-inhibitor).